Dataset: Full USPTO retrosynthesis dataset with 1.9M reactions from patents (1976-2016). Task: Predict the reactants needed to synthesize the given product. (1) Given the product [Br:1][C:2]1[C:7]([O:8][CH2:9][CH2:10][CH3:12])=[CH:6][CH:5]=[CH:4][N:3]=1, predict the reactants needed to synthesize it. The reactants are: [Br:1][C:2]1[C:7]([O:8][CH2:9][CH3:10])=[CH:6][CH:5]=[CH:4][N:3]=1.I[CH2:12]CC. (2) Given the product [CH2:1]=[CH:2][C:3]1[CH2:23][S:22][C@@H:6]2[C@H:7]([NH:10][C:11](/[C:13](/[C:16]3[N:20]=[C:19]([NH2:21])[S:18][CH:17]=3)=[N:14]\[OH:15])=[O:12])[C:8](=[O:9])[N:5]2[C:4]=1[C:24]([OH:26])=[O:25], predict the reactants needed to synthesize it. The reactants are: [CH2:1]=[CH:2][C:3]1[CH2:23][S:22][C@@H:6]2[C@H:7]([NH:10][C:11](/[C:13](/[C:16]3[N:20]=[C:19]([NH2:21])[S:18][CH:17]=3)=[N:14]\[OH:15])=[O:12])[C:8](=[O:9])[N:5]2[C:4]=1[C:24]([OH:26])=[O:25].O.C(O)[C@H]1O[C@H](O[C@]2(CO)O[C@H](CO)[C@@H](O)[C@@H]2O)[C@H](O)[C@@H](O)[C@@H]1O.[Al]. (3) Given the product [N+:1]([C:4]1[NH:8][N:7]=[C:6]([C:9]([NH:24][CH2:23][C:16]([CH3:17])([CH3:33])[CH2:15][NH:20][C:40](=[O:41])[O:42][C:43]([CH3:46])([CH3:45])[CH3:44])=[O:11])[CH:5]=1)([O-:3])=[O:2], predict the reactants needed to synthesize it. The reactants are: [N+:1]([C:4]1[NH:8][N:7]=[C:6]([C:9]([OH:11])=O)[CH:5]=1)([O-:3])=[O:2].C1C=C[C:15]2[N:20](O)N=N[C:16]=2[CH:17]=1.C[CH2:23][N:24]=C=NCCCN(C)C.[CH3:33]N1CCOCC1.[C:40](C(N)(N)C(C)(C)CN)([O:42][C:43]([CH3:46])([CH3:45])[CH3:44])=[O:41].C([O-])(O)=O.[Na+]. (4) Given the product [NH2:4][C:5]1[CH:10]=[CH:9][C:8]([C:11]2[C:12]3[NH:16][C:15]([C:17]([C:55]4[CH:60]=[C:59]([O:61][CH3:62])[CH:58]=[C:57]([O:63][CH3:64])[CH:56]=4)=[C:18]4[N:54]=[C:21]([C:22]([C:44]5[CH:49]=[C:48]([O:50][CH3:51])[CH:47]=[C:46]([O:52][CH3:53])[CH:45]=5)=[C:23]5[NH:43][C:26](=[C:27]([C:33]6[CH:34]=[C:35]([O:41][CH3:42])[CH:36]=[C:37]([O:39][CH3:40])[CH:38]=6)[C:28]6[CH:29]=[CH:30][C:31]=2[N:32]=6)[CH:25]=[CH:24]5)[CH:20]=[CH:19]4)=[CH:14][CH:13]=3)=[CH:7][CH:6]=1, predict the reactants needed to synthesize it. The reactants are: C([NH:4][C:5]1[CH:10]=[CH:9][C:8]([C:11]2[C:12]3[NH:16][C:15]([C:17]([C:55]4[CH:60]=[C:59]([O:61][CH3:62])[CH:58]=[C:57]([O:63][CH3:64])[CH:56]=4)=[C:18]4[N:54]=[C:21]([C:22]([C:44]5[CH:49]=[C:48]([O:50][CH3:51])[CH:47]=[C:46]([O:52][CH3:53])[CH:45]=5)=[C:23]5[NH:43][C:26](=[C:27]([C:33]6[CH:38]=[C:37]([O:39][CH3:40])[CH:36]=[C:35]([O:41][CH3:42])[CH:34]=6)[C:28]6[CH:29]=[CH:30][C:31]=2[N:32]=6)[CH:25]=[CH:24]5)[CH:20]=[CH:19]4)=[CH:14][CH:13]=3)=[CH:7][CH:6]=1)(=O)C.